From a dataset of Full USPTO retrosynthesis dataset with 1.9M reactions from patents (1976-2016). Predict the reactants needed to synthesize the given product. (1) The reactants are: [C:1]([O:5][C:6](=[O:15])[CH2:7]/[N:8]=[CH:9]/[CH2:10][C:11]([CH3:14])([CH3:13])[CH3:12])([CH3:4])([CH3:3])[CH3:2].[Br:16][C:17]1[CH:18]=[C:19](/[CH:22]=[C:23](/[C:26]2[CH:31]=[CH:30][C:29]([Cl:32])=[CH:28][C:27]=2[F:33])\[C:24]#[N:25])[S:20][CH:21]=1.C(N(CC)CC)C. Given the product [C:1]([O:5][C:6]([CH:7]1[CH:22]([C:19]2[S:20][CH:21]=[C:17]([Br:16])[CH:18]=2)[C:23]([C:26]2[CH:31]=[CH:30][C:29]([Cl:32])=[CH:28][C:27]=2[F:33])([C:24]#[N:25])[CH:9]([CH2:10][C:11]([CH3:14])([CH3:13])[CH3:12])[NH:8]1)=[O:15])([CH3:4])([CH3:3])[CH3:2], predict the reactants needed to synthesize it. (2) Given the product [CH2:1]([O:8][C:9]1[CH:14]=[CH:13][N:12]([C:17]2[CH:22]=[N:21][C:20]([N:23]3[CH2:27][CH2:26][C@H:25]([OH:28])[CH2:24]3)=[CH:19][CH:18]=2)[C:11](=[O:15])[CH:10]=1)[C:2]1[CH:3]=[CH:4][CH:5]=[CH:6][CH:7]=1, predict the reactants needed to synthesize it. The reactants are: [CH2:1]([O:8][C:9]1[CH:14]=[CH:13][NH:12][C:11](=[O:15])[CH:10]=1)[C:2]1[CH:7]=[CH:6][CH:5]=[CH:4][CH:3]=1.Br[C:17]1[CH:18]=[CH:19][C:20]([N:23]2[CH2:27][CH2:26][C@H:25]([OH:28])[CH2:24]2)=[N:21][CH:22]=1.C(N1CCN(C2N=CC(N3C=CC(OCC4C=CC=CC=4)=CC3=O)=CC=2)CC1)(=O)C.N[C@@H]1CCCC[C@H]1N.C(=O)([O-])[O-].[K+].[K+]. (3) Given the product [Br:1][C:2]1[CH:3]=[C:4]2[C:7]([CH:13]=[CH:14][N:15]=[CH:5]2)=[CH:8][C:9]=1[F:10], predict the reactants needed to synthesize it. The reactants are: [Br:1][C:2]1[CH:3]=[C:4]([CH:7]=[CH:8][C:9]=1[F:10])[CH:5]=O.CO[CH:13](OC)[CH2:14][NH2:15].S(=O)(=O)(O)O.O=P12OP3(OP(OP(O3)(O1)=O)(=O)O2)=O.[OH-].[Na+]. (4) The reactants are: [CH3:1][O:2][C:3]1[CH:8]=[CH:7][C:6]([CH2:9][O:10][C:11]2[CH:12]=[CH:13][C:14]3[N:19]=[CH:18][C:17](=[O:20])[NH:16][C:15]=3[N:21]=2)=[CH:5][CH:4]=1.[H-].[Na+].C1C=CC(N([S:31]([C:34]([F:37])([F:36])[F:35])(=[O:33])=[O:32])[S:31]([C:34]([F:37])([F:36])[F:35])(=[O:33])=[O:32])=CC=1.O. Given the product [F:35][C:34]([F:37])([F:36])[S:31]([O:20][C:17]1[N:16]=[C:15]2[N:21]=[C:11]([O:10][CH2:9][C:6]3[CH:7]=[CH:8][C:3]([O:2][CH3:1])=[CH:4][CH:5]=3)[CH:12]=[CH:13][C:14]2=[N:19][CH:18]=1)(=[O:33])=[O:32], predict the reactants needed to synthesize it. (5) Given the product [Br:11][C:12]1[S:16][C:15]([S:17]([NH:9][CH:6]2[CH2:7][CH2:8][S:3](=[O:10])(=[O:2])[CH2:4][CH2:5]2)(=[O:19])=[O:18])=[CH:14][CH:13]=1, predict the reactants needed to synthesize it. The reactants are: Cl.[O:2]=[S:3]1(=[O:10])[CH2:8][CH2:7][CH:6]([NH2:9])[CH2:5][CH2:4]1.[Br:11][C:12]1[S:16][C:15]([S:17](Cl)(=[O:19])=[O:18])=[CH:14][CH:13]=1.C(O)(=O)CC(CC(O)=O)(C(O)=O)O.CCOC(C)=O. (6) The reactants are: [CH2:1]([OH:9])[C:2]([CH2:7][OH:8])([CH2:5][OH:6])[CH2:3][OH:4].[CH3:10][C:11]12[CH2:20][CH2:19][CH2:18][CH2:17][CH:16]1[C:15](=[O:21])[O:14][C:12]2=[O:13].[CH3:22][O:23][C:24]1[CH:25]=[C:26]2[C:35]([NH2:36])=[N:34][C:33]([N:37]3[CH2:42][CH2:41][N:40]([C:43]([CH:45]4[O:54][C:53]5[CH:52]=[CH:51][CH:50]=[CH:49][C:48]=5[O:47][CH2:46]4)=[O:44])[CH2:39][CH2:38]3)=[N:32][C:27]2=[CH:28][C:29]=1[O:30][CH3:31].[CH3:55][S:56]([OH:59])(=[O:58])=[O:57]. Given the product [CH2:1]([OH:9])[C:2]([CH2:7][OH:8])([CH2:5][OH:6])[CH2:3][OH:4].[CH3:10][C:11]12[CH2:20][CH2:19][CH2:18][CH2:17][CH:16]1[C:15](=[O:21])[O:14][C:12]2=[O:13].[CH3:22][O:23][C:24]1[CH:25]=[C:26]2[C:35]([NH2:36])=[N:34][C:33]([N:37]3[CH2:38][CH2:39][N:40]([C:43]([CH:45]4[O:54][C:53]5[CH:52]=[CH:51][CH:50]=[CH:49][C:48]=5[O:47][CH2:46]4)=[O:44])[CH2:41][CH2:42]3)=[N:32][C:27]2=[CH:28][C:29]=1[O:30][CH3:31].[CH3:55][S:56]([OH:59])(=[O:58])=[O:57], predict the reactants needed to synthesize it. (7) Given the product [Cl:1][C:2]1[N:3]=[CH:4][C:5]2[CH:10]=[CH:9][N:8]([CH2:18][C:19]3[CH:24]=[C:23]([CH3:25])[CH:22]=[CH:21][C:20]=3[N:26]([CH3:31])[S:27]([CH3:30])(=[O:29])=[O:28])[C:6]=2[N:7]=1, predict the reactants needed to synthesize it. The reactants are: [Cl:1][C:2]1[N:3]=[CH:4][C:5]2[CH:10]=[CH:9][NH:8][C:6]=2[N:7]=1.C(=O)([O-])[O-].[K+].[K+].Cl[CH2:18][C:19]1[CH:24]=[C:23]([CH3:25])[CH:22]=[CH:21][C:20]=1[N:26]([CH3:31])[S:27]([CH3:30])(=[O:29])=[O:28].C(OCC)(=O)C.CCCCCC. (8) The reactants are: [Cl:1][C:2]1[C:3]([NH:12][S:13]([C:16]2[CH:25]=[CH:24][C:19]([C:20]([O:22][CH3:23])=[O:21])=[CH:18][CH:17]=2)(=[O:15])=[O:14])=[N:4][CH:5]=[C:6]([C:8]([F:11])([F:10])[F:9])[CH:7]=1.Br[CH2:27][C:28]1[CH:33]=[CH:32][C:31]([Cl:34])=[C:30]([F:35])[CH:29]=1. Given the product [Cl:34][C:31]1[CH:32]=[CH:33][C:28]([CH2:27][N:12]([C:3]2[C:2]([Cl:1])=[CH:7][C:6]([C:8]([F:11])([F:9])[F:10])=[CH:5][N:4]=2)[S:13]([C:16]2[CH:25]=[CH:24][C:19]([C:20]([O:22][CH3:23])=[O:21])=[CH:18][CH:17]=2)(=[O:15])=[O:14])=[CH:29][C:30]=1[F:35], predict the reactants needed to synthesize it. (9) Given the product [Cl:1][C:2]1[CH:7]=[CH:6][C:5]([CH:8]([NH:19][C:20]2[CH:29]=[CH:28][CH:27]=[C:26]3[C:21]=2[CH:22]=[CH:23][C:24]([CH3:30])=[N:25]3)[C:9]([CH2:15][S:16][CH2:17][CH3:18])([C:11]([F:12])([F:14])[F:13])[OH:10])=[C:4]([F:31])[C:3]=1[OH:32], predict the reactants needed to synthesize it. The reactants are: [Cl:1][C:2]1[CH:7]=[CH:6][C:5]([CH:8]([NH:19][C:20]2[CH:29]=[CH:28][CH:27]=[C:26]3[C:21]=2[CH:22]=[CH:23][C:24]([CH3:30])=[N:25]3)[C:9]([CH2:15][S:16][CH2:17][CH3:18])([C:11]([F:14])([F:13])[F:12])[OH:10])=[C:4]([F:31])[C:3]=1[O:32]C.B(Br)(Br)Br. (10) Given the product [Cl:26][C:27]1[CH:28]=[C:29]([C:37]2([C:39]([F:40])([F:41])[F:42])[O:1][N:2]=[C:3]([C:4]3[CH:16]=[CH:15][C:7]([C:8]([NH:10][CH:11]=[N:12][O:13][CH3:14])=[O:9])=[C:6]([CH3:17])[CH:5]=3)[CH2:38]2)[CH:30]=[C:31]([C:33]([F:34])([F:35])[F:36])[CH:32]=1, predict the reactants needed to synthesize it. The reactants are: [OH:1][N:2]=[CH:3][C:4]1[CH:16]=[CH:15][C:7]([C:8]([NH:10][CH:11]=[N:12][O:13][CH3:14])=[O:9])=[C:6]([CH3:17])[CH:5]=1.ClN1C(=O)CCC1=O.[Cl:26][C:27]1[CH:28]=[C:29]([C:37]([C:39]([F:42])([F:41])[F:40])=[CH2:38])[CH:30]=[C:31]([C:33]([F:36])([F:35])[F:34])[CH:32]=1.C(=O)([O-])O.[K+].